Dataset: Full USPTO retrosynthesis dataset with 1.9M reactions from patents (1976-2016). Task: Predict the reactants needed to synthesize the given product. (1) Given the product [CH2:27]([Sn:20]([CH2:16][CH2:17][CH2:18][CH3:19])([CH2:23][CH2:24][CH2:25][CH3:26])[O:1][C:2]1[CH:3]=[CH:4][C:5]([C:6]([C:8]2[CH:13]=[CH:12][CH:11]=[CH:10][CH:9]=2)=[O:7])=[CH:14][CH:15]=1)[CH2:28][CH2:29][CH3:30], predict the reactants needed to synthesize it. The reactants are: [OH:1][C:2]1[CH:15]=[CH:14][C:5]([C:6]([C:8]2[CH:13]=[CH:12][CH:11]=[CH:10][CH:9]=2)=[O:7])=[CH:4][CH:3]=1.[CH2:16]([Sn:20]([CH2:27][CH2:28][CH2:29][CH3:30])([CH2:23][CH2:24][CH2:25][CH3:26])OC)[CH2:17][CH2:18][CH3:19]. (2) The reactants are: [OH:1][CH2:2][C:3]1[C:7]([C:8]([O:10][CH2:11][CH3:12])=[O:9])=[CH:6][N:5]([CH2:13][O:14][CH3:15])[N:4]=1.CCN(CC)CC.[C:23]1([S:29](Cl)(=[O:31])=[O:30])[CH:28]=[CH:27][CH:26]=[CH:25][CH:24]=1. Given the product [CH3:15][O:14][CH2:13][N:5]1[CH:6]=[C:7]([C:8]([O:10][CH2:11][CH3:12])=[O:9])[C:3]([CH2:2][O:1][S:29]([C:23]2[CH:28]=[CH:27][CH:26]=[CH:25][CH:24]=2)(=[O:31])=[O:30])=[N:4]1, predict the reactants needed to synthesize it. (3) Given the product [F:34][C:35]1[CH:36]=[C:37]([C:38](=[O:39])[CH:8]([NH:19][C:20](=[O:26])[O:21][C:22]([CH3:23])([CH3:24])[CH3:25])[C:5]2[CH:4]=[CH:3][C:2]([F:1])=[CH:7][CH:6]=2)[CH:40]=[CH:41][C:42]=1[F:43], predict the reactants needed to synthesize it. The reactants are: [F:1][C:2]1[CH:7]=[CH:6][C:5]([CH:8]([NH:19][C:20](=[O:26])[O:21][C:22]([CH3:25])([CH3:24])[CH3:23])S(C2C=CC(C)=CC=2)(=O)=O)=[CH:4][CH:3]=1.C(N(CC)CC)C.[F:34][C:35]1[CH:36]=[C:37]([CH:40]=[CH:41][C:42]=1[F:43])[CH:38]=[O:39].[Cl-].[NH4+].